Dataset: Catalyst prediction with 721,799 reactions and 888 catalyst types from USPTO. Task: Predict which catalyst facilitates the given reaction. (1) Reactant: [N+:1]([C:4]1[CH:11]=[CH:10][CH:9]=[CH:8][C:5]=1[CH2:6][OH:7])([O-:3])=[O:2].[OH-].[Na+].S(OC)(O[CH3:18])(=O)=O. Product: [CH3:18][O:7][CH2:6][C:5]1[CH:8]=[CH:9][CH:10]=[CH:11][C:4]=1[N+:1]([O-:3])=[O:2]. The catalyst class is: 572. (2) Reactant: C[O:2][C:3](=[O:17])[CH:4]=[CH:5][C:6]1[C:11]([CH3:12])=[CH:10][C:9]([CH:13]=[O:14])=[CH:8][C:7]=1[CH2:15][CH3:16]. Product: [CH2:15]([C:7]1[CH:8]=[C:9]([CH:13]=[O:14])[CH:10]=[C:11]([CH3:12])[C:6]=1[CH:5]=[CH:4][C:3]([OH:17])=[O:2])[CH3:16]. The catalyst class is: 273. (3) Reactant: [NH2:1][C:2]1[C:7]([Cl:8])=[CH:6][C:5]([Cl:9])=[CH:4][N:3]=1.Br[CH2:11][C:12]([C:14]1[CH:19]=[CH:18][CH:17]=[C:16]([O:20][CH3:21])[CH:15]=1)=O.[OH-].[Na+]. Product: [Cl:9][C:5]1[CH:6]=[C:7]([Cl:8])[C:2]2[N:3]([CH:11]=[C:12]([C:14]3[CH:19]=[CH:18][CH:17]=[C:16]([O:20][CH3:21])[CH:15]=3)[N:1]=2)[CH:4]=1. The catalyst class is: 8. (4) Reactant: [CH2:1]([C:3]1[CH:8]=[CH:7][N:6]=[C:5]([NH2:9])[CH:4]=1)[CH3:2].C([O-])(=O)C.[K+].[I:15]Cl. Product: [NH2:9][C:5]1[CH:4]=[C:3]([CH2:1][CH3:2])[C:8]([I:15])=[CH:7][N:6]=1. The catalyst class is: 15. (5) Reactant: [Br:1][C:2]1[CH:7]=[CH:6][C:5]([N+:8]([O-])=O)=[CH:4][C:3]=1[O:11][CH3:12].[Cl-].[NH4+]. Product: [Br:1][C:2]1[CH:7]=[CH:6][C:5]([NH2:8])=[CH:4][C:3]=1[O:11][CH3:12]. The catalyst class is: 324. (6) Reactant: [C:1]([O:5][C:6]([NH:8][CH2:9][CH2:10][CH2:11][CH2:12][CH2:13][CH2:14][CH2:15][CH2:16][CH2:17][CH2:18][CH2:19][C:20]([OH:22])=O)=[O:7])([CH3:4])([CH3:3])[CH3:2].C(N1C=CN=C1)(N1C=CN=C1)=O.[C:35]([O:39][C:40]([N:42]1[CH2:47][CH2:46][NH:45][CH2:44][CH2:43]1)=[O:41])([CH3:38])([CH3:37])[CH3:36]. Product: [C:35]([O:39][C:40]([N:42]1[CH2:47][CH2:46][N:45]([C:20](=[O:22])[CH2:19][CH2:18][CH2:17][CH2:16][CH2:15][CH2:14][CH2:13][CH2:12][CH2:11][CH2:10][CH2:9][NH:8][C:6]([O:5][C:1]([CH3:2])([CH3:3])[CH3:4])=[O:7])[CH2:44][CH2:43]1)=[O:41])([CH3:38])([CH3:36])[CH3:37]. The catalyst class is: 2.